This data is from Forward reaction prediction with 1.9M reactions from USPTO patents (1976-2016). The task is: Predict the product of the given reaction. (1) The product is: [Cl:14][C:8]1[CH:9]=[CH:10][C:11]([Cl:13])=[CH:12][C:7]=1[CH:5]1[C:4](=[O:15])[C:3]([O:16][S:31]([CH2:30][C:24]2[CH:29]=[CH:28][CH:27]=[CH:26][CH:25]=2)(=[O:33])=[O:32])=[C:2]([NH2:1])[O:6]1. Given the reactants [NH2:1][C:2]1[O:6][CH:5]([C:7]2[CH:12]=[C:11]([Cl:13])[CH:10]=[CH:9][C:8]=2[Cl:14])[C:4](=[O:15])[C:3]=1[OH:16].C(N(CC)CC)C.[C:24]1([CH2:30][S:31](Cl)(=[O:33])=[O:32])[CH:29]=[CH:28][CH:27]=[CH:26][CH:25]=1.[Cl-].[NH4+], predict the reaction product. (2) Given the reactants C(OC([N:8]1[CH2:13][CH2:12][CH:11]([C:14]([OH:16])=O)[CH2:10][CH2:9]1)=O)(C)(C)C.[NH:17]1[CH2:22][CH2:21][O:20][CH2:19][CH2:18]1.C(N=C=NCCCN(C)C)C.ON1C2C=CC=CC=2N=N1.[ClH:44], predict the reaction product. The product is: [ClH:44].[O:20]1[CH2:21][CH2:22][N:17]([C:14]([CH:11]2[CH2:10][CH2:9][NH:8][CH2:13][CH2:12]2)=[O:16])[CH2:18][CH2:19]1.